Dataset: Full USPTO retrosynthesis dataset with 1.9M reactions from patents (1976-2016). Task: Predict the reactants needed to synthesize the given product. (1) Given the product [C:70]([C@H:69]([O:8][C:7](=[O:9])[C@@H:6]([NH:5][C:3]([O:2][CH3:1])=[O:4])[CH:10]([CH3:12])[CH3:11])[CH2:68][N:57]([CH2:56][C:53]1[CH:54]=[CH:55][C:50]([C:48]2[CH:49]=[C:44]([Cl:43])[CH:45]=[CH:46][C:47]=2[F:74])=[CH:51][CH:52]=1)[NH:58][C:59]([C:61]1[O:65][N:64]=[C:63]([O:66][CH3:67])[CH:62]=1)=[O:60])([OH:72])=[O:71], predict the reactants needed to synthesize it. The reactants are: [CH3:1][O:2][C:3]([NH:5][C@@H:6]([CH:10]([CH3:12])[CH3:11])[C:7]([OH:9])=[O:8])=[O:4].CN(C(ON1N=NC2C=CC=NC1=2)=[N+](C)C)C.F[P-](F)(F)(F)(F)F.CC(N(C)C)=O.[Cl:43][C:44]1[CH:45]=[CH:46][C:47]([F:74])=[C:48]([C:50]2[CH:55]=[CH:54][C:53]([CH2:56][N:57]([CH2:68][C@@H:69](O)[C:70]([OH:72])=[O:71])[NH:58][C:59]([C:61]3[O:65][N:64]=[C:63]([O:66][CH3:67])[CH:62]=3)=[O:60])=[CH:52][CH:51]=2)[CH:49]=1.CCN(C(C)C)C(C)C. (2) Given the product [F:9][C:6]1[CH:5]=[C:4]([NH:10][C:11]2[O:15][C:14]([C:16]([NH:18][C:19]3[CH:24]=[CH:23][C:22]([S:25]([CH:28]4[CH2:29][CH2:30][CH:31]([C:34]([OH:36])=[O:35])[CH2:32][CH2:33]4)(=[O:26])=[O:27])=[CH:21][CH:20]=3)=[O:17])=[N:13][N:12]=2)[CH:3]=[C:2]([F:1])[C:7]=1[F:8], predict the reactants needed to synthesize it. The reactants are: [F:1][C:2]1[CH:3]=[C:4]([NH:10][C:11]2[O:15][C:14]([C:16]([NH:18][C:19]3[CH:24]=[CH:23][C:22]([S:25]([CH:28]4[CH2:33][CH2:32][CH:31]([C:34]([O:36]C)=[O:35])[CH2:30][CH2:29]4)(=[O:27])=[O:26])=[CH:21][CH:20]=3)=[O:17])=[N:13][N:12]=2)[CH:5]=[C:6]([F:9])[C:7]=1[F:8].C1COCC1.[OH-].[Li+].C(O)(=O)CC(CC(O)=O)(C(O)=O)O. (3) Given the product [ClH:36].[CH2:1]([O:8][C:9](=[O:35])[C@H:10]([CH3:34])[CH2:11][C@H:12]([NH2:26])[CH2:13][C:14]1[CH:15]=[CH:16][C:17]([C:20]2[CH:21]=[CH:22][CH:23]=[CH:24][CH:25]=2)=[CH:18][CH:19]=1)[C:2]1[CH:3]=[CH:4][CH:5]=[CH:6][CH:7]=1, predict the reactants needed to synthesize it. The reactants are: [CH2:1]([O:8][C:9](=[O:35])[C@H:10]([CH3:34])[CH2:11][C@H:12]([NH:26]C(OC(C)(C)C)=O)[CH2:13][C:14]1[CH:19]=[CH:18][C:17]([C:20]2[CH:25]=[CH:24][CH:23]=[CH:22][CH:21]=2)=[CH:16][CH:15]=1)[C:2]1[CH:7]=[CH:6][CH:5]=[CH:4][CH:3]=1.[ClH:36]. (4) Given the product [CH2:1]([C:5]1[N:6]=[C:7]([CH2:10][CH2:11][C:12]2[CH:34]=[CH:33][N:15]3[C:16](=[O:32])[C:17](/[CH:27]=[CH:28]/[C:29]([OH:31])=[O:30])=[C:18]([N:20]4[CH2:21][CH2:22][O:26][CH2:24][CH2:25]4)[N:19]=[C:14]3[CH:13]=2)[S:8][CH:9]=1)[CH3:4], predict the reactants needed to synthesize it. The reactants are: [CH:1]1([C:5]2[N:6]=[C:7]([CH2:10][CH2:11][C:12]3[CH:34]=[CH:33][N:15]4[C:16](=[O:32])[C:17](/[CH:27]=[CH:28]/[C:29]([OH:31])=[O:30])=[C:18]([N:20]5[CH2:25][CH2:24]C[CH:22]([OH:26])[CH2:21]5)[N:19]=[C:14]4[CH:13]=3)[S:8][CH:9]=2)[CH2:4]CC1.C(C1N=C(CCC2C=CN3C(=O)C(/C=C/C(OC(C)(C)C)=O)=C(N4CCOCC4)N=C3C=2)SC=1)C. (5) The reactants are: CO[C:3]([C:5]1[C:10]([N+:11]([O-])=O)=[C:9]([NH:14][C:15]2[CH:20]=[CH:19][CH:18]=[CH:17][C:16]=2[O:21][CH3:22])[N:8]=[C:7]([N:23]2[C:27]3[CH:28]=[CH:29][CH:30]=[CH:31][C:26]=3[N:25]=[CH:24]2)[N:6]=1)=[O:4].[NH:32]1C2C=CC=CC=2N=C1.[H-].[Na+].ClC1N=C([C:50](OC)=[O:51])C([N+]([O-])=O)=C(NC2C=CC=CC=2OC)N=1. Given the product [N:23]1([C:7]2[N:8]=[C:9]3[C:10]([NH:11][C:50](=[O:51])[N:14]3[C:15]3[CH:20]=[CH:19][CH:18]=[CH:17][C:16]=3[O:21][CH3:22])=[C:5]([C:3]([NH2:32])=[O:4])[N:6]=2)[C:27]2[CH:28]=[CH:29][CH:30]=[CH:31][C:26]=2[N:25]=[CH:24]1, predict the reactants needed to synthesize it. (6) Given the product [N:29]1([CH2:6][C:7]2[CH:8]=[C:9]([C:18]([OH:20])=[O:19])[C:10](=[O:17])[N:11]3[C:16]=2[CH:15]=[CH:14][CH:13]=[CH:12]3)[CH2:34][CH2:33][O:32][CH2:31][CH2:30]1, predict the reactants needed to synthesize it. The reactants are: CS(O[CH2:6][C:7]1[CH:8]=[C:9]([C:18]([O:20]CC)=[O:19])[C:10](=[O:17])[N:11]2[C:16]=1[CH:15]=[CH:14][CH:13]=[CH:12]2)(=O)=O.C(=O)([O-])[O-].[K+].[K+].[NH:29]1[CH2:34][CH2:33][O:32][CH2:31][CH2:30]1.[OH-].[Na+].Cl. (7) Given the product [Cl:1][C:2]1[CH:3]=[C:4]2[C:9](=[CH:10][C:11]=1[O:12][C:13]1[CH:18]=[CH:17][C:16]([C:19](=[O:31])[NH:20][CH2:21][CH2:22][C:23]3[CH:24]=[C:25]([Cl:30])[CH:26]=[C:27]([Cl:29])[CH:28]=3)=[CH:15][CH:14]=1)[O:8][CH2:7][CH2:6][CH:5]2[C:32]([OH:34])=[O:33], predict the reactants needed to synthesize it. The reactants are: [Cl:1][C:2]1[CH:3]=[C:4]2[C:9](=[CH:10][C:11]=1[O:12][C:13]1[CH:18]=[CH:17][C:16]([C:19](=[O:31])[NH:20][CH2:21][CH2:22][C:23]3[CH:28]=[C:27]([Cl:29])[CH:26]=[C:25]([Cl:30])[CH:24]=3)=[CH:15][CH:14]=1)[O:8][CH2:7][CH2:6][CH:5]2[C:32]([O:34]CC)=[O:33].[OH-].[Na+].C1COCC1.Cl. (8) Given the product [Br:36][C:37]1[C:38]([CH3:47])=[C:39]([C:43]2[N:44]=[C:5]([C:4]3[CH:8]=[CH:9][C:10]([O:11][CH:12]([CH3:14])[CH3:13])=[C:2]([Cl:1])[CH:3]=3)[O:7][N:46]=2)[CH:40]=[CH:41][CH:42]=1, predict the reactants needed to synthesize it. The reactants are: [Cl:1][C:2]1[CH:3]=[C:4]([CH:8]=[CH:9][C:10]=1[O:11][CH:12]([CH3:14])[CH3:13])[C:5]([OH:7])=O.CCN=C=NCCCN(C)C.C1C=CC2N(O)N=NC=2C=1.[Br:36][C:37]1[C:38]([CH3:47])=[C:39]([C:43](=[NH:46])[NH:44]O)[CH:40]=[CH:41][CH:42]=1.CCCC[N+](CCCC)(CCCC)CCCC.[F-]. (9) Given the product [Si:15]([O:7][CH2:6][C:4]1[N:3]=[CH:2][S:1][CH:5]=1)([C:18]([CH3:21])([CH3:20])[CH3:19])([CH3:17])[CH3:16], predict the reactants needed to synthesize it. The reactants are: [S:1]1[CH:5]=[C:4]([CH2:6][OH:7])[N:3]=[CH:2]1.CCN(CC)CC.[Si:15](OS(C(F)(F)F)(=O)=O)([C:18]([CH3:21])([CH3:20])[CH3:19])([CH3:17])[CH3:16].